Dataset: Forward reaction prediction with 1.9M reactions from USPTO patents (1976-2016). Task: Predict the product of the given reaction. (1) Given the reactants COC1C=C(NC2C3C(=C(C)C=C(S(C4C=CC=C(C(=O)NCCCCCCCC=O)C=4)(=O)=O)C=3)N=CC=2C(N)=O)C=CC=1.[OH:45][CH2:46][C:47]1[CH:52]=[CH:51][C:50]([C:53]2[CH:58]=[CH:57][C:56]([NH:59][C:60]([C:62]3[CH:63]=[C:64]([S:68]([C:71]4[CH:72]=[C:73]5[C:78](=[C:79]([CH3:81])[CH:80]=4)[N:77]=[CH:76][C:75]([C:82]([NH2:84])=[O:83])=[C:74]5[NH:85][C:86]4[CH:91]=[CH:90][CH:89]=[C:88]([O:92][CH3:93])[CH:87]=4)(=[O:70])=[O:69])[CH:65]=[CH:66][CH:67]=3)=[O:61])=[CH:55][CH:54]=2)=[CH:49][CH:48]=1, predict the reaction product. The product is: [CH:46]([C:47]1[CH:52]=[CH:51][C:50]([C:53]2[CH:54]=[CH:55][C:56]([NH:59][C:60]([C:62]3[CH:63]=[C:64]([S:68]([C:71]4[CH:72]=[C:73]5[C:78](=[C:79]([CH3:81])[CH:80]=4)[N:77]=[CH:76][C:75]([C:82]([NH2:84])=[O:83])=[C:74]5[NH:85][C:86]4[CH:91]=[CH:90][CH:89]=[C:88]([O:92][CH3:93])[CH:87]=4)(=[O:69])=[O:70])[CH:65]=[CH:66][CH:67]=3)=[O:61])=[CH:57][CH:58]=2)=[CH:49][CH:48]=1)=[O:45]. (2) Given the reactants [F:1][C:2]1[CH:7]=[CH:6][C:5]([C:8]2[CH:17]=[C:16]([OH:18])[CH:15]=[CH:14][C:9]=2[C:10]([O:12][CH3:13])=[O:11])=[CH:4][CH:3]=1.[N:19]1([CH2:24][CH:25]([C:27]2[CH:32]=[CH:31][C:30]([F:33])=[CH:29][CH:28]=2)O)[CH:23]=[CH:22][N:21]=[CH:20]1.CC1N(CC(C2C=CC(F)=CC=2)OC2C=CC(CCC3C=CC(F)=CC=3)=C(C=2)C(OC)=O)C=CN=1, predict the reaction product. The product is: [N:19]1([CH2:24][CH:25]([C:27]2[CH:32]=[CH:31][C:30]([F:33])=[CH:29][CH:28]=2)[O:18][C:16]2[CH:15]=[CH:14][C:9]([C:10]([O:12][CH3:13])=[O:11])=[C:8]([C:5]3[CH:6]=[CH:7][C:2]([F:1])=[CH:3][CH:4]=3)[CH:17]=2)[CH:23]=[CH:22][N:21]=[CH:20]1. (3) Given the reactants [O:1]1[C:6]2=[C:7]3[C:12](=[CH:13][CH:14]=[C:5]2[O:4][CH2:3][CH2:2]1)[N:11]=[CH:10][CH:9]=[C:8]3O.P(Br)(Br)[Br:17].C(=O)([O-])[O-].[Na+].[Na+], predict the reaction product. The product is: [Br:17][C:8]1[C:7]2[C:12](=[CH:13][CH:14]=[C:5]3[O:4][CH2:3][CH2:2][O:1][C:6]3=2)[N:11]=[CH:10][CH:9]=1.